Dataset: Full USPTO retrosynthesis dataset with 1.9M reactions from patents (1976-2016). Task: Predict the reactants needed to synthesize the given product. (1) Given the product [Cl:1][C:2]1[N:3]=[CH:4][N:5]=[C:6]([NH2:18])[C:7]=1[C:8]1[CH:12]=[C:11]([Si:13]([CH3:16])([CH3:15])[CH3:14])[O:10][N:9]=1, predict the reactants needed to synthesize it. The reactants are: [Cl:1][C:2]1[C:7]([C:8]2[CH:12]=[C:11]([Si:13]([CH3:16])([CH3:15])[CH3:14])[O:10][N:9]=2)=[C:6](Cl)[N:5]=[CH:4][N:3]=1.[NH3:18]. (2) Given the product [Cl:1][C:2]1[C:3]([OH:10])=[C:4]([CH:5]=[CH:6][C:7]=1[O:8][CH3:9])[CH:14]=[O:15], predict the reactants needed to synthesize it. The reactants are: [Cl:1][C:2]1[C:7]([O:8][CH3:9])=[CH:6][CH:5]=[CH:4][C:3]=1[OH:10].[Cl-].[Mg+2].[Cl-].[CH2:14]=[O:15].Cl. (3) Given the product [F:11][C:12]1[CH:13]=[C:14]([C@:7]2([OH:8])[O:6][CH2:5][C:4]([CH3:10])([CH3:9])[NH:3][C@H:2]2[CH3:1])[CH:15]=[CH:16][C:17]=1[F:18], predict the reactants needed to synthesize it. The reactants are: [CH3:1][C@H:2]1[C:7](=[O:8])[O:6][CH2:5][C:4]([CH3:10])([CH3:9])[NH:3]1.[F:11][C:12]1[CH:13]=[C:14]([Mg]Br)[CH:15]=[CH:16][C:17]=1[F:18].[NH4+].[Cl-]. (4) Given the product [CH3:3][C:4]1([CH3:25])[CH2:8][C:7]2[CH:9]=[CH:10][CH:11]=[C:12]([CH2:13][N:14]3[CH2:19][CH2:18][C:17]4([CH2:24][CH2:23][N:22]([C:39](=[O:40])[CH2:38][CH2:37][C:35]5[O:34][N:33]=[C:32]([C:27]6[CH:28]=[CH:29][CH:30]=[CH:31][N:26]=6)[N:36]=5)[CH2:21][CH2:20]4)[CH2:16][CH2:15]3)[C:6]=2[O:5]1, predict the reactants needed to synthesize it. The reactants are: Cl.Cl.[CH3:3][C:4]1([CH3:25])[CH2:8][C:7]2[CH:9]=[CH:10][CH:11]=[C:12]([CH2:13][N:14]3[CH2:19][CH2:18][C:17]4([CH2:24][CH2:23][NH:22][CH2:21][CH2:20]4)[CH2:16][CH2:15]3)[C:6]=2[O:5]1.[N:26]1[CH:31]=[CH:30][CH:29]=[CH:28][C:27]=1[C:32]1[N:36]=[C:35]([CH2:37][CH2:38][C:39](O)=[O:40])[O:34][N:33]=1. (5) Given the product [S:7]1[CH:8]=[CH:9][CH:10]=[C:6]1[C:5]([CH2:4][CH2:3][N:2]([CH3:1])[CH3:12])=[O:11], predict the reactants needed to synthesize it. The reactants are: [CH3:1][N:2]([CH3:12])[CH2:3][CH2:4][CH:5]([OH:11])[C:6]1[S:7][CH:8]=[CH:9][CH:10]=1.C(C1SC=CC=1)(=O)C.Cl.CNC.C=O.Cl. (6) The reactants are: [C:1]([N:5]1[CH2:10][CH2:9][NH:8][CH2:7][CH2:6]1)([CH3:4])([CH3:3])[CH3:2].[C:11]([C:13]1[CH:18]=[CH:17][C:16]([C:19]2[CH:20]=[N:21][N:22]([C:25]3[CH:33]=[CH:32][C:28]([C:29](O)=[O:30])=[CH:27][N:26]=3)[C:23]=2[OH:24])=[C:15]([CH3:34])[CH:14]=1)#[N:12].C(O)=O. Given the product [C:1]([N:5]1[CH2:10][CH2:9][N:8]([C:29]([C:28]2[CH:32]=[CH:33][C:25]([N:22]3[C:23]([OH:24])=[C:19]([C:16]4[CH:17]=[CH:18][C:13]([C:11]#[N:12])=[CH:14][C:15]=4[CH3:34])[CH:20]=[N:21]3)=[N:26][CH:27]=2)=[O:30])[CH2:7][CH2:6]1)([CH3:4])([CH3:3])[CH3:2], predict the reactants needed to synthesize it. (7) Given the product [Br:8][C:4]1[CH:5]=[N:6][CH:7]=[C:2]([C:9]2[CH:14]=[CH:13][CH:12]=[CH:11][CH:10]=2)[N:3]=1, predict the reactants needed to synthesize it. The reactants are: Br[C:2]1[CH:7]=[N:6][CH:5]=[C:4]([Br:8])[N:3]=1.[C:9]1(B(O)O)[CH:14]=[CH:13][CH:12]=[CH:11][CH:10]=1. (8) Given the product [CH2:1]([O:3][C:4]([C:6]1[N:7]=[N:8][N:9]([CH3:13])[C:10]=1[O:11][CH3:12])=[O:5])[CH3:2].[CH2:1]([O:3][C:4]([C:6]1[C:10]([O:11][CH3:12])=[N:9][N:8]([CH3:13])[N:7]=1)=[O:5])[CH3:2], predict the reactants needed to synthesize it. The reactants are: [CH2:1]([O:3][C:4]([C:6]1[N:7]=[N:8][NH:9][C:10]=1[O:11][CH3:12])=[O:5])[CH3:2].[CH3:13]I.